The task is: Predict the product of the given reaction.. This data is from Forward reaction prediction with 1.9M reactions from USPTO patents (1976-2016). The product is: [CH2:69]([O:71][C:66]([C:19]1[C:20]2[C:15](=[CH:14][C:13]([C:12]#[C:11][C:8]3[CH:9]=[CH:10][C:5]([CH2:4][C:3]([O:2][CH3:1])=[O:34])=[C:6]([F:33])[CH:7]=3)=[CH:22][CH:21]=2)[C:16]([CH3:31])([CH3:32])[CH2:17][CH:18]=1)=[O:67])[CH3:70]. Given the reactants [CH3:1][O:2][C:3](=[O:34])[CH2:4][C:5]1[CH:10]=[CH:9][C:8]([C:11]#[C:12][C:13]2[CH:22]=[CH:21][C:20]3[C:19](OS(C(F)(F)F)(=O)=O)=[CH:18][CH2:17][C:16]([CH3:32])([CH3:31])[C:15]=3[CH:14]=2)=[CH:7][C:6]=1[F:33].C1(P(C2C=CC=CC=2)CCCP(C2C=CC=CC=2)C2C=CC=CC=2)C=CC=CC=1.CN(C)[CH:66]=[O:67].[CH2:69]([OH:71])[CH3:70], predict the reaction product.